From a dataset of Catalyst prediction with 721,799 reactions and 888 catalyst types from USPTO. Predict which catalyst facilitates the given reaction. (1) Reactant: Br.Br[CH2:3][C:4]1[N:5]=[C:6]2[C:11](=[N:12][CH:13]=1)[N:10]=[C:9]([NH2:14])[N:8]=[C:7]2[NH2:15].Cl.[C:17]([O:21][C:22](=[O:37])[CH:23]([NH2:36])[CH2:24][C:25]1[CH:30]=[CH:29][C:28]([O:31][C:32]([CH3:35])([CH3:34])[CH3:33])=[CH:27][CH:26]=1)([CH3:20])([CH3:19])[CH3:18].C(N(C(C)C)C(C)C)C.C(=O)(O)[O-]. Product: [C:17]([O:21][C:22](=[O:37])[CH:23]([NH:36][CH2:3][C:4]1[N:5]=[C:6]2[C:11](=[N:12][CH:13]=1)[N:10]=[C:9]([NH2:14])[N:8]=[C:7]2[NH2:15])[CH2:24][C:25]1[CH:26]=[CH:27][C:28]([O:31][C:32]([CH3:35])([CH3:34])[CH3:33])=[CH:29][CH:30]=1)([CH3:18])([CH3:20])[CH3:19]. The catalyst class is: 80. (2) Reactant: [CH3:1][S:2]([NH2:5])(=[O:4])=[O:3].[H-].[Na+].[CH3:8][C:9]1([CH3:34])[CH2:18][C:17]2[C:12](=[CH:13][CH:14]=[C:15]([C:19](O)=[O:20])[CH:16]=2)[NH:11][CH:10]1[C:22]1[CH:27]=[CH:26][CH:25]=[C:24]([N:28]2[CH2:33][CH2:32][O:31][CH2:30][CH2:29]2)[CH:23]=1.C(N1C=CN=C1)(N1C=CN=C1)=O. Product: [CH3:8][C:9]1([CH3:34])[CH2:18][C:17]2[C:12](=[CH:13][CH:14]=[C:15]([C:19]([NH:5][S:2]([CH3:1])(=[O:4])=[O:3])=[O:20])[CH:16]=2)[NH:11][CH:10]1[C:22]1[CH:27]=[CH:26][CH:25]=[C:24]([N:28]2[CH2:33][CH2:32][O:31][CH2:30][CH2:29]2)[CH:23]=1. The catalyst class is: 9. (3) Reactant: [CH:1]1([C@H:4]2[C@H:13]([CH3:14])[C@@H:12]([NH:15][C:16]3[C:17](=[O:23])[N:18]([CH3:22])[CH:19]=[CH:20][CH:21]=3)[C:11]3[C:6](=[CH:7][CH:8]=[C:9]([C:24]([NH2:26])=[O:25])[CH:10]=3)[NH:5]2)[CH2:3][CH2:2]1.N1C=CC=CC=1.[C:33](Cl)(=[O:35])[CH3:34].ClCCl. Product: [C:33]([N:5]1[C:6]2[C:11](=[CH:10][C:9]([C:24]([NH2:26])=[O:25])=[CH:8][CH:7]=2)[C@H:12]([NH:15][C:16]2[C:17](=[O:23])[N:18]([CH3:22])[CH:19]=[CH:20][CH:21]=2)[C@@H:13]([CH3:14])[C@@H:4]1[CH:1]1[CH2:3][CH2:2]1)(=[O:35])[CH3:34]. The catalyst class is: 22. (4) Reactant: C([N:8]1[CH2:13][CH2:12][CH:11]([OH:14])[CH2:10][CH2:9]1)(OC(C)(C)C)=O.[N+:15]([C:18]1[CH:23]=[CH:22][C:21](O)=[CH:20][CH:19]=1)([O-:17])=[O:16].C1(P(C2C=CC=CC=2)C2C=CC=CC=2)C=CC=CC=1.N(C(OC(C)C)=O)=NC(OC(C)C)=O. Product: [N+:15]([C:18]1[CH:23]=[CH:22][C:21]([O:14][CH:11]2[CH2:10][CH2:9][NH:8][CH2:13][CH2:12]2)=[CH:20][CH:19]=1)([O-:17])=[O:16]. The catalyst class is: 7. (5) Reactant: [CH:1]([C:3]1[CH:7]=[CH:6][N:5]([C:8]2[N:18]=[CH:17][CH:16]=[CH:15][C:9]=2[C:10]([O:12][CH2:13][CH3:14])=[O:11])[N:4]=1)=[O:2].[BH4-].[Na+]. Product: [OH:2][CH2:1][C:3]1[CH:7]=[CH:6][N:5]([C:8]2[N:18]=[CH:17][CH:16]=[CH:15][C:9]=2[C:10]([O:12][CH2:13][CH3:14])=[O:11])[N:4]=1. The catalyst class is: 8. (6) Reactant: C1COCC1.C[O:7][C:8]([C@H:10]1[CH2:15][CH2:14][C@H:13]([C:16]2[N:20]3[CH:21]=[CH:22][N:23]=[C:24]([NH2:25])[C:19]3=[C:18]([C:26]3[CH:35]=[C:34]4[C:29]([CH:30]=[CH:31][C:32]([C:36]5[CH:41]=[CH:40][CH:39]=[CH:38][CH:37]=5)=[N:33]4)=[CH:28][CH:27]=3)[N:17]=2)[CH2:12][CH2:11]1)=[O:9].[OH-].[Na+]. Product: [NH2:25][C:24]1[C:19]2[N:20]([C:16]([C@H:13]3[CH2:12][CH2:11][C@H:10]([C:8]([OH:9])=[O:7])[CH2:15][CH2:14]3)=[N:17][C:18]=2[C:26]2[CH:35]=[C:34]3[C:29]([CH:30]=[CH:31][C:32]([C:36]4[CH:41]=[CH:40][CH:39]=[CH:38][CH:37]=4)=[N:33]3)=[CH:28][CH:27]=2)[CH:21]=[CH:22][N:23]=1. The catalyst class is: 5. (7) Product: [OH:4][C:5]1[CH:14]=[C:13]([CH2:15][N:28]2[CH2:33][CH2:32][O:31][CH2:30][CH2:29]2)[C:12]([C:17]([F:18])([F:19])[F:20])=[CH:11][C:6]=1[C:7]([O:9][CH3:10])=[O:8]. Reactant: C([O:4][C:5]1[CH:14]=[C:13]([CH2:15]Br)[C:12]([C:17]([F:20])([F:19])[F:18])=[CH:11][C:6]=1[C:7]([O:9][CH3:10])=[O:8])(=O)C.C(N(CC)CC)C.[NH:28]1[CH2:33][CH2:32][O:31][CH2:30][CH2:29]1. The catalyst class is: 21.